Dataset: Catalyst prediction with 721,799 reactions and 888 catalyst types from USPTO. Task: Predict which catalyst facilitates the given reaction. Reactant: [NH2:1][CH2:2][CH2:3][CH2:4][CH2:5][N:6]1[CH2:11][CH2:10][CH:9]([C:12]2[CH:13]=[C:14]([NH:18][C:19](=[O:23])[CH:20]([CH3:22])[CH3:21])[CH:15]=[CH:16][CH:17]=2)[CH2:8][CH2:7]1.[F:24][C:25]1[CH:26]=[C:27]([CH:31]=[CH:32][C:33]=1[F:34])[C:28](Cl)=[O:29]. Product: [F:24][C:25]1[CH:26]=[C:27]([CH:31]=[CH:32][C:33]=1[F:34])[C:28]([NH:1][CH2:2][CH2:3][CH2:4][CH2:5][N:6]1[CH2:7][CH2:8][CH:9]([C:12]2[CH:17]=[CH:16][CH:15]=[C:14]([NH:18][C:19](=[O:23])[CH:20]([CH3:21])[CH3:22])[CH:13]=2)[CH2:10][CH2:11]1)=[O:29]. The catalyst class is: 76.